Dataset: Catalyst prediction with 721,799 reactions and 888 catalyst types from USPTO. Task: Predict which catalyst facilitates the given reaction. (1) Reactant: [OH-].[Na+].[C:3]([O:7][C:8]([N:10]1[CH2:15][CH2:14][CH:13]([CH2:16][CH2:17][CH2:18][O:19][C:20]2[CH:25]=[CH:24][C:23]([C:26]([O:28]C)=[O:27])=[CH:22][C:21]=2[CH3:30])[CH2:12][CH2:11]1)=[O:9])([CH3:6])([CH3:5])[CH3:4]. Product: [C:3]([O:7][C:8]([N:10]1[CH2:11][CH2:12][CH:13]([CH2:16][CH2:17][CH2:18][O:19][C:20]2[CH:25]=[CH:24][C:23]([C:26]([OH:28])=[O:27])=[CH:22][C:21]=2[CH3:30])[CH2:14][CH2:15]1)=[O:9])([CH3:5])([CH3:6])[CH3:4]. The catalyst class is: 12. (2) Reactant: [OH:1][C:2]1[CH:3]=[C:4]([C:11]([OH:13])=O)[C:5](=[CH:9][CH:10]=1)[C:6]([OH:8])=O.[NH2:14][C:15]1[CH:20]=[CH:19][C:18]([OH:21])=[CH:17][CH:16]=1.O. Product: [OH:1][C:2]1[CH:3]=[C:4]2[C:5](=[CH:9][CH:10]=1)[C:6](=[O:8])[N:14]([C:15]1[CH:20]=[CH:19][C:18]([OH:21])=[CH:17][CH:16]=1)[C:11]2=[O:13]. The catalyst class is: 15. (3) Reactant: [CH2:1]([O:3][C:4]([C:6]1[CH:15]([C:16]2[CH:21]=[CH:20][CH:19]=[C:18]([OH:22])[CH:17]=2)[C:14]2[C:13](=[O:23])[CH2:12][CH:11]([C:24]3[C:29]([CH3:30])=[CH:28][C:27]([CH3:31])=[CH:26][C:25]=3[CH3:32])[CH2:10][C:9]=2[NH:8][C:7]=1[CH2:33][C:34]([O:36]CC)=[O:35])=[O:5])[CH3:2].O1CCCC1.[OH-].[Li+].Cl. Product: [CH2:1]([O:3][C:4]([C:6]1[CH:15]([C:16]2[CH:21]=[CH:20][CH:19]=[C:18]([OH:22])[CH:17]=2)[C:14]2[C:13](=[O:23])[CH2:12][CH:11]([C:24]3[C:29]([CH3:30])=[CH:28][C:27]([CH3:31])=[CH:26][C:25]=3[CH3:32])[CH2:10][C:9]=2[NH:8][C:7]=1[CH2:33][C:34]([OH:36])=[O:35])=[O:5])[CH3:2]. The catalyst class is: 40. (4) Reactant: [Br:1][C:2]1[CH:3]=[C:4]([NH:10][C:11]2[CH:16]=[CH:15][C:14]([N:17]3[CH2:22][CH2:21][NH:20][CH2:19][CH2:18]3)=[CH:13][N:12]=2)[C:5](=[O:9])[N:6]([CH3:8])[CH:7]=1.[CH3:23][C:24]([CH3:26])=O.[BH-](OC(C)=O)(OC(C)=O)OC(C)=O.[Na+].O. Product: [Br:1][C:2]1[CH:3]=[C:4]([NH:10][C:11]2[CH:16]=[CH:15][C:14]([N:17]3[CH2:22][CH2:21][N:20]([CH:24]([CH3:26])[CH3:23])[CH2:19][CH2:18]3)=[CH:13][N:12]=2)[C:5](=[O:9])[N:6]([CH3:8])[CH:7]=1. The catalyst class is: 130. (5) The catalyst class is: 120. Reactant: [CH3:1][O:2][C:3]1[CH:4]=[C:5]([CH:9]([CH:13]2[CH2:18][CH2:17][N:16]([C:19]3[CH:24]=[CH:23][CH:22]=[CH:21][C:20]=3[O:25][CH3:26])[CH2:15][CH2:14]2)[C:10](O)=[O:11])[CH:6]=[CH:7][CH:8]=1.C(Cl)(=O)C(Cl)=O.[S:33](=[O:49])(=[O:48])([O:35][C:36]1[C:41]([CH:42]([CH3:44])[CH3:43])=[CH:40][CH:39]=[CH:38][C:37]=1[CH:45]([CH3:47])[CH3:46])[NH2:34].C(N(CC)CC)C. Product: [CH3:1][O:2][C:3]1[CH:4]=[C:5]([CH:9]([CH:13]2[CH2:18][CH2:17][N:16]([C:19]3[CH:24]=[CH:23][CH:22]=[CH:21][C:20]=3[O:25][CH3:26])[CH2:15][CH2:14]2)[C:10]([NH:34][S:33](=[O:48])(=[O:49])[O:35][C:36]2[C:41]([CH:42]([CH3:43])[CH3:44])=[CH:40][CH:39]=[CH:38][C:37]=2[CH:45]([CH3:47])[CH3:46])=[O:11])[CH:6]=[CH:7][CH:8]=1. (6) Reactant: [C:1]([C:5]1[CH:6]=[C:7]([C:15]2[N:19]([C:20]3[CH:25]=[CH:24][C:23]([C:26]([N:28]4[CH2:33][CH2:32][N:31]([CH3:34])[CH2:30][CH2:29]4)=[O:27])=[CH:22][CH:21]=3)[N:18]=[C:17]([C:35]3[CH:44]=[CH:43][C:38]([C:39]([O:41]C)=[O:40])=[CH:37][CH:36]=3)[CH:16]=2)[CH:8]=[C:9]([S:11][CH:12]([CH3:14])[CH3:13])[CH:10]=1)([CH3:4])([CH3:3])[CH3:2].[OH-].[Li+].Cl. Product: [C:1]([C:5]1[CH:6]=[C:7]([C:15]2[N:19]([C:20]3[CH:21]=[CH:22][C:23]([C:26]([N:28]4[CH2:29][CH2:30][N:31]([CH3:34])[CH2:32][CH2:33]4)=[O:27])=[CH:24][CH:25]=3)[N:18]=[C:17]([C:35]3[CH:44]=[CH:43][C:38]([C:39]([OH:41])=[O:40])=[CH:37][CH:36]=3)[CH:16]=2)[CH:8]=[C:9]([S:11][CH:12]([CH3:14])[CH3:13])[CH:10]=1)([CH3:3])([CH3:4])[CH3:2]. The catalyst class is: 36. (7) Product: [CH2:1]([N:8]1[CH2:12][CH2:11][C:10]([C:14]2[CH:19]=[C:18]([F:20])[CH:17]=[C:16]([F:21])[CH:15]=2)([F:28])[CH2:9]1)[C:2]1[CH:7]=[CH:6][CH:5]=[CH:4][CH:3]=1. The catalyst class is: 4. Reactant: [CH2:1]([N:8]1[CH2:12][CH2:11][C:10]([C:14]2[CH:19]=[C:18]([F:20])[CH:17]=[C:16]([F:21])[CH:15]=2)(O)[CH2:9]1)[C:2]1[CH:7]=[CH:6][CH:5]=[CH:4][CH:3]=1.C(N(S(F)(F)[F:28])CC)C.C(=O)([O-])[O-].[Na+].[Na+]. (8) Reactant: [C:1]([NH:4][C:5]1[C:6]([I:31])=[C:7]([C:22]([N:24]([CH2:28][CH2:29][OH:30])[CH2:25][CH2:26][OH:27])=[O:23])[C:8]([I:21])=[C:9]([C:19]=1[I:20])[C:10]([N:12]([CH2:16][CH2:17][OH:18])[CH2:13][CH2:14][OH:15])=[O:11])(=[O:3])[CH3:2].[OH-:32].[K+].B(O)(O)O.Cl[CH2:39][C:40]1([CH2:43]Cl)[CH2:42][O:41]1. Product: [OH:32][C:40]([CH2:42][OH:41])([CH2:43][N:4]([C:5]1[C:19]([I:20])=[C:9]([C:10]([N:12]([CH2:13][CH2:14][OH:15])[CH2:16][CH2:17][OH:18])=[O:11])[C:8]([I:21])=[C:7]([C:6]=1[I:31])[C:22]([N:24]([CH2:28][CH2:29][OH:30])[CH2:25][CH2:26][OH:27])=[O:23])[C:1](=[O:3])[CH3:2])[CH2:39][N:4]([C:5]1[C:19]([I:20])=[C:9]([C:10]([N:12]([CH2:13][CH2:14][OH:15])[CH2:16][CH2:17][OH:18])=[O:11])[C:8]([I:21])=[C:7]([C:6]=1[I:31])[C:22]([N:24]([CH2:25][CH2:26][OH:27])[CH2:28][CH2:29][OH:30])=[O:23])[C:1](=[O:3])[CH3:2]. The catalyst class is: 24. (9) Reactant: [CH3:1][O:2][C:3]1[CH:4]=[C:5]([S:9][CH2:10][C:11]([C:13]2[CH:18]=[CH:17][CH:16]=[CH:15][N:14]=2)=O)[CH:6]=[CH:7][CH:8]=1.[OH-].[Na+]. Product: [CH3:1][O:2][C:3]1[CH:8]=[CH:7][C:6]2[C:11]([C:13]3[CH:18]=[CH:17][CH:16]=[CH:15][N:14]=3)=[CH:10][S:9][C:5]=2[CH:4]=1. The catalyst class is: 6. (10) Reactant: [CH3:1][I:2].[CH3:3][CH:4]1[C:13]2[C:8](=[CH:9][C:10]([C:14]([F:17])([F:16])[F:15])=[CH:11][CH:12]=2)[NH:7][C:6](=[S:18])[NH:5]1. Product: [IH:2].[CH3:3][CH:4]1[C:13]2[C:8](=[CH:9][C:10]([C:14]([F:16])([F:17])[F:15])=[CH:11][CH:12]=2)[N:7]=[C:6]([S:18][CH3:1])[NH:5]1. The catalyst class is: 883.